From a dataset of Full USPTO retrosynthesis dataset with 1.9M reactions from patents (1976-2016). Predict the reactants needed to synthesize the given product. (1) Given the product [F:24][C:20]1[CH:19]=[C:18]2[C:23]([C:15]([C:6]3[C:5]([CH2:3][OH:2])=[CH:14][C:9]4[N:10]=[C:11]([CH3:13])[O:12][C:8]=4[CH:7]=3)=[CH:16][NH:17]2)=[CH:22][CH:21]=1, predict the reactants needed to synthesize it. The reactants are: C[O:2][C:3]([C:5]1[C:6]([C:15]2[C:23]3[C:18](=[CH:19][C:20]([F:24])=[CH:21][CH:22]=3)[NH:17][CH:16]=2)=[CH:7][C:8]2[O:12][C:11]([CH3:13])=[N:10][C:9]=2[CH:14]=1)=O.[H-].C([Al+]CC(C)C)C(C)C. (2) Given the product [CH3:12][O:7][C:6](=[O:8])[C:5]1[CH:9]=[CH:10][CH:11]=[C:3]([C:1]#[N:2])[CH:4]=1, predict the reactants needed to synthesize it. The reactants are: [C:1]([C:3]1[CH:4]=[C:5]([CH:9]=[CH:10][CH:11]=1)[C:6]([OH:8])=[O:7])#[N:2].[CH3:12][Si](C=[N+]=[N-])(C)C.C(O)(=O)C. (3) Given the product [C:48]([O:47][C:45]([N:43]([C:29]1[CH:28]=[C:27]([NH:26][C:23](=[O:24])[CH2:22][C:19]2[CH:18]=[CH:17][C:16]([O:15][C:6]3[C:5]4[C:10](=[CH:11][C:12]([O:13][CH3:14])=[C:3]([O:2][CH3:1])[CH:4]=4)[N:9]=[CH:8][CH:7]=3)=[CH:21][CH:20]=2)[N:31]([CH2:32][C:33]2[CH:38]=[CH:37][C:36]([O:39][CH3:40])=[C:35]([O:41][CH3:42])[CH:34]=2)[N:30]=1)[CH3:44])=[O:46])([CH3:51])([CH3:50])[CH3:49], predict the reactants needed to synthesize it. The reactants are: [CH3:1][O:2][C:3]1[CH:4]=[C:5]2[C:10](=[CH:11][C:12]=1[O:13][CH3:14])[N:9]=[CH:8][CH:7]=[C:6]2[O:15][C:16]1[CH:21]=[CH:20][C:19]([CH2:22][C:23](O)=[O:24])=[CH:18][CH:17]=1.[NH2:26][C:27]1[N:31]([CH2:32][C:33]2[CH:38]=[CH:37][C:36]([O:39][CH3:40])=[C:35]([O:41][CH3:42])[CH:34]=2)[N:30]=[C:29]([N:43]([C:45]([O:47][C:48]([CH3:51])([CH3:50])[CH3:49])=[O:46])[CH3:44])[CH:28]=1.